The task is: Predict the product of the given reaction.. This data is from Forward reaction prediction with 1.9M reactions from USPTO patents (1976-2016). (1) Given the reactants [CH3:1][O:2][C:3]([C@H:5]([CH2:10][CH:11]([CH3:13])[CH3:12])[CH2:6][C:7]([OH:9])=O)=[O:4].C(Cl)CCl.C1C=CC2N(O)N=NC=2C=1.[O:28]1[CH2:33][CH2:32][CH2:31][CH2:30][CH:29]1[O:34][NH2:35].CCN(CC)CC, predict the reaction product. The product is: [CH3:12][CH:11]([CH3:13])[CH2:10][C@H:5]([CH2:6][C:7](=[O:9])[NH:35][O:34][CH:29]1[CH2:30][CH2:31][CH2:32][CH2:33][O:28]1)[C:3]([O:2][CH3:1])=[O:4]. (2) Given the reactants [CH3:1][C:2]1([CH3:18])[C:14]2[CH:13]=[C:12](B(O)O)[CH:11]=[CH:10][C:9]=2[C:8]2[C:3]1=[CH:4][CH:5]=[CH:6][CH:7]=2.Br[C:20]1[CH:21]=[C:22]([C:27]2[N:32]=[C:31]([C:33]3[CH:38]=[CH:37][CH:36]=[CH:35][CH:34]=3)[N:30]=[C:29]([C:39]3[CH:44]=[CH:43][CH:42]=[CH:41][CH:40]=3)[N:28]=2)[CH:23]=[C:24](Br)[CH:25]=1.C([O-])([O-])=O.[K+].[K+].[N:51]1[CH:56]=[CH:55][CH:54]=[CH:53][C:52]=1[C:57]1[CH:62]=[CH:61][C:60](B(O)O)=[CH:59][CH:58]=1, predict the reaction product. The product is: [CH3:1][C:2]1([CH3:18])[C:14]2[CH:13]=[C:12]([C:20]3[CH:21]=[C:22]([C:27]4[N:32]=[C:31]([C:33]5[CH:38]=[CH:37][CH:36]=[CH:35][CH:34]=5)[N:30]=[C:29]([C:39]5[CH:44]=[CH:43][CH:42]=[CH:41][CH:40]=5)[N:28]=4)[CH:23]=[C:24]([C:60]4[CH:59]=[CH:58][C:57]([C:52]5[CH:53]=[CH:54][CH:55]=[CH:56][N:51]=5)=[CH:62][CH:61]=4)[CH:25]=3)[CH:11]=[CH:10][C:9]=2[C:8]2[C:3]1=[CH:4][CH:5]=[CH:6][CH:7]=2.